Dataset: Buchwald-Hartwig C-N cross coupling reaction yields with 55,370 reactions. Task: Predict the reaction yield, written as a fraction of the theoretical maximum amount of product (1.0 means a 100% yield; for example, 0.34 means a 34% yield). The reactants are Brc1ccccn1.Cc1ccc(N)cc1.O=S(=O)(O[Pd]1c2ccccc2-c2ccccc2N~1)C(F)(F)F.COc1ccc(OC)c(P([C@]23C[C@H]4C[C@H](C[C@H](C4)C2)C3)[C@]23C[C@H]4C[C@H](C[C@H](C4)C2)C3)c1-c1c(C(C)C)cc(C(C)C)cc1C(C)C.CN(C)C(=NC(C)(C)C)N(C)C.c1ccc2oncc2c1. No catalyst specified. The product is Cc1ccc(Nc2ccccn2)cc1. The yield is 0.195.